From a dataset of Forward reaction prediction with 1.9M reactions from USPTO patents (1976-2016). Predict the product of the given reaction. (1) Given the reactants [Cl:1][C:2]1[N:10]=[C:9]2[C:5]([N:6]=[CH:7][N:8]2[C@@H:11]2[CH2:15][C@H:14]([N:16]3[N:20]=[N:19][C:18]([CH2:21][CH3:22])=[N:17]3)[C@@H:13]([OH:23])[C@H:12]2[OH:24])=[C:4]([NH:25][CH2:26][CH:27]([C:34]2[CH:39]=[CH:38][CH:37]=[CH:36][CH:35]=2)[C:28]2[CH:33]=[CH:32][CH:31]=[CH:30][CH:29]=2)[N:3]=1.FC(F)(F)C(O)=O.C1(C(C2C=CC=CC=2)CN[C:56]2[N:64]=[C:63](NCCN3CCCCC3)N=[C:61]3[C:57]=2N=C[N:60]3[C@@H:74]2[CH2:78][C@H:77](N3C=C(CO)C=N3)[C@@H:76](O)[C@H]2O)C=CC=CC=1.N1([C@@H]2CCNC2)CCCC1, predict the reaction product. The product is: [ClH:1].[N:60]1([C@@H:61]2[CH2:57][CH2:56][N:64]([C:2]3[N:10]=[C:9]4[C:5]([N:6]=[CH:7][N:8]4[C@@H:11]4[CH2:15][C@H:14]([N:16]5[N:20]=[N:19][C:18]([CH2:21][CH3:22])=[N:17]5)[C@@H:13]([OH:23])[C@H:12]4[OH:24])=[C:4]([NH:25][CH2:26][CH:27]([C:28]4[CH:33]=[CH:32][CH:31]=[CH:30][CH:29]=4)[C:34]4[CH:39]=[CH:38][CH:37]=[CH:36][CH:35]=4)[N:3]=3)[CH2:63]2)[CH2:74][CH2:78][CH2:77][CH2:76]1. (2) Given the reactants C(OC([N:8]1[CH2:13][CH2:12][N:11]([C:14]2[C:15]3[C:30]([O:31][CH3:32])=[CH:29][N:28]=[CH:27][C:16]=3[N:17]=[C:18]([C:20]3[CH:25]=[CH:24][N:23]=[C:22](Cl)[CH:21]=3)[N:19]=2)[CH2:10][CH2:9]1)=O)(C)(C)C.[F:33][C:34]1[CH:39]=[C:38]([F:40])[CH:37]=[C:36]([F:41])[C:35]=1[NH2:42], predict the reaction product. The product is: [CH3:32][O:31][C:30]1[C:15]2[C:14]([N:11]3[CH2:12][CH2:13][NH:8][CH2:9][CH2:10]3)=[N:19][C:18]([C:20]3[CH:25]=[CH:24][N:23]=[C:22]([NH:42][C:35]4[C:34]([F:33])=[CH:39][C:38]([F:40])=[CH:37][C:36]=4[F:41])[CH:21]=3)=[N:17][C:16]=2[CH:27]=[N:28][CH:29]=1.